Dataset: Forward reaction prediction with 1.9M reactions from USPTO patents (1976-2016). Task: Predict the product of the given reaction. (1) Given the reactants [C:1]([O:5][C:6](=[O:29])[NH:7][CH2:8][C:9]1([CH2:15][N:16]2[CH2:21][CH2:20][N:19]([CH2:22][C:23]3[CH:28]=[CH:27][CH:26]=[CH:25][CH:24]=3)[CH2:18][CH2:17]2)[CH2:14][CH2:13][CH2:12][CH2:11][CH2:10]1)([CH3:4])([CH3:3])[CH3:2].[H-].[K+].[CH2:32](I)[CH3:33].O, predict the reaction product. The product is: [C:1]([O:5][C:6](=[O:29])[N:7]([CH2:8][C:9]1([CH2:15][N:16]2[CH2:17][CH2:18][N:19]([CH2:22][C:23]3[CH:24]=[CH:25][CH:26]=[CH:27][CH:28]=3)[CH2:20][CH2:21]2)[CH2:14][CH2:13][CH2:12][CH2:11][CH2:10]1)[CH2:32][CH3:33])([CH3:4])([CH3:2])[CH3:3]. (2) Given the reactants C([Si]([O:8][CH2:9][CH2:10][CH2:11][CH2:12][CH2:13][CH:14]([C:25]1[CH:30]=[CH:29][CH:28]=[CH:27][C:26]=1[CH2:31][O:32][Si:33]([C:46]([CH3:49])([CH3:48])[CH3:47])([C:40]1[CH:45]=[CH:44][CH:43]=[CH:42][CH:41]=1)[C:34]1[CH:39]=[CH:38][CH:37]=[CH:36][CH:35]=1)[S:15]([C:18]1[CH:23]=[CH:22][C:21]([Cl:24])=[CH:20][CH:19]=1)(=[O:17])=[O:16])(C)C)(C)(C)C.O.C1(C)C=CC(S(O)(=O)=O)=CC=1.C(N(CC)CC)C, predict the reaction product. The product is: [Si:33]([O:32][CH2:31][C:26]1[CH:27]=[CH:28][CH:29]=[CH:30][C:25]=1[CH:14]([S:15]([C:18]1[CH:19]=[CH:20][C:21]([Cl:24])=[CH:22][CH:23]=1)(=[O:16])=[O:17])[CH2:13][CH2:12][CH2:11][CH2:10][CH2:9][OH:8])([C:46]([CH3:49])([CH3:47])[CH3:48])([C:40]1[CH:45]=[CH:44][CH:43]=[CH:42][CH:41]=1)[C:34]1[CH:35]=[CH:36][CH:37]=[CH:38][CH:39]=1. (3) Given the reactants C(O[C:4]1[CH:5]=[C:6](OC(C)C)[C:7]([F:25])=[C:8]([N:10]([CH2:19][C:20]2[CH:24]=[CH:23][NH:22][N:21]=2)[C:11]2[CH:18]=[CH:17][C:14]([C:15]#[N:16])=[CH:13][CH:12]=2)[CH:9]=1)C.[CH2:30](C1C=CC(F)=C(C=1)C=CC1C=CC(C#N)=CC=1)[CH3:31].C(OC(N1C=CC=N1)(OCC)C)C, predict the reaction product. The product is: [CH2:30]([C:4]1[CH:5]=[CH:6][C:7]([F:25])=[C:8]([N:10]([CH2:19][C:20]2[CH:24]=[CH:23][NH:22][N:21]=2)[C:11]2[CH:12]=[CH:13][C:14]([C:15]#[N:16])=[CH:17][CH:18]=2)[CH:9]=1)[CH3:31]. (4) Given the reactants [O:1]=[O+][O-].[C:4]([O:8][C:9]([NH:11][C@H:12]1[CH2:16][C:15](=C)[CH2:14][C@H:13]1[C:18]([OH:20])=[O:19])=[O:10])([CH3:7])([CH3:6])[CH3:5].CSC, predict the reaction product. The product is: [C:4]([O:8][C:9]([NH:11][C@H:12]1[CH2:16][C:15](=[O:1])[CH2:14][C@H:13]1[C:18]([OH:20])=[O:19])=[O:10])([CH3:7])([CH3:6])[CH3:5]. (5) Given the reactants [C:1]1([NH2:8])[CH:6]=[CH:5][CH:4]=[CH:3][C:2]=1[NH2:7].[Br:9][CH:10]([C:12](=O)[C:13](C(Br)Br)=O)[Br:11], predict the reaction product. The product is: [Br:9][CH:10]([C:12]1[CH:13]=[N:8][C:1]2[C:2](=[CH:3][CH:4]=[CH:5][CH:6]=2)[N:7]=1)[Br:11]. (6) Given the reactants C[O:2][C:3]1[CH:4]=[C:5]([CH:29]=[C:30]([O:32][CH3:33])[CH:31]=1)[CH2:6][N:7]1[C:11]([CH3:13])([CH3:12])[C:10](=[O:14])[N:9]([C:15]2[CH:16]=[N:17][N:18]([CH2:20][C:21]3[C:22]([CH3:27])=[N:23][O:24][C:25]=3[CH3:26])[CH:19]=2)[C:8]1=[O:28].B(Br)(Br)Br, predict the reaction product. The product is: [CH3:27][C:22]1[C:21]([CH2:20][N:18]2[CH:19]=[C:15]([N:9]3[C:10](=[O:14])[C:11]([CH3:13])([CH3:12])[N:7]([CH2:6][C:5]4[CH:29]=[C:30]([O:32][CH3:33])[CH:31]=[C:3]([OH:2])[CH:4]=4)[C:8]3=[O:28])[CH:16]=[N:17]2)=[C:25]([CH3:26])[O:24][N:23]=1.